Dataset: Full USPTO retrosynthesis dataset with 1.9M reactions from patents (1976-2016). Task: Predict the reactants needed to synthesize the given product. (1) Given the product [C:11]([C:2]1([CH3:1])[CH2:7][CH2:6][C:5](=[O:8])[C:4]([C:9]#[N:10])=[CH:3]1)#[CH:12], predict the reactants needed to synthesize it. The reactants are: [CH3:1][C:2]1([C:11]#[C:12][Si](C)(C)C)[CH2:7][CH2:6][C:5](=[O:8])[C:4]([C:9]#[N:10])=[CH:3]1.[F-].C([N+](CCCC)(CCCC)CCCC)CCC. (2) Given the product [NH2:20][CH2:6][C:7]1[CH:12]=[C:11]([O:13][CH2:14][CH3:15])[C:10]([C:16]([NH:17][CH3:18])=[O:19])=[CH:9][N:8]=1, predict the reactants needed to synthesize it. The reactants are: CS(O[CH2:6][C:7]1[CH:12]=[C:11]([O:13][CH2:14][CH3:15])[C:10]([C:16](=[O:19])[NH:17][CH3:18])=[CH:9][N:8]=1)(=O)=O.[NH3:20]. (3) Given the product [CH2:9]([C:7]1[N:6]([C:11]2[CH:16]=[CH:15][C:14]([CH2:17][CH2:18][OH:19])=[CH:13][CH:12]=2)[C:5]2[CH:20]=[CH:21][C:2]([B:22]3[O:26][C:25]([CH3:28])([CH3:27])[C:24]([CH3:30])([CH3:29])[O:23]3)=[CH:3][C:4]=2[N:8]=1)[CH3:10], predict the reactants needed to synthesize it. The reactants are: Br[C:2]1[CH:21]=[CH:20][C:5]2[N:6]([C:11]3[CH:16]=[CH:15][C:14]([CH2:17][CH2:18][OH:19])=[CH:13][CH:12]=3)[C:7]([CH2:9][CH3:10])=[N:8][C:4]=2[CH:3]=1.[B:22]1([B:22]2[O:26][C:25]([CH3:28])([CH3:27])[C:24]([CH3:30])([CH3:29])[O:23]2)[O:26][C:25]([CH3:28])([CH3:27])[C:24]([CH3:30])([CH3:29])[O:23]1.CC([O-])=O.[K+]. (4) Given the product [N+:5]([CH2:8][CH2:9][C:10]1[CH:22]=[CH:21][C:13]([O:14][C:15]2[CH:16]=[N:17][CH:18]=[CH:19][CH:20]=2)=[CH:12][CH:11]=1)([O-:7])=[O:6], predict the reactants needed to synthesize it. The reactants are: CS(C)=O.[N+:5](/[CH:8]=[CH:9]/[C:10]1[CH:22]=[CH:21][C:13]([O:14][C:15]2[CH:16]=[N:17][CH:18]=[CH:19][CH:20]=2)=[CH:12][CH:11]=1)([O-:7])=[O:6].C(O)(=O)C.[BH4-].[Na+]. (5) Given the product [CH2:1]([O:3][C:4](=[O:17])/[CH:5]=[C:6](\[NH2:14])/[C@H:7]([CH3:13])[C@H:8]([CH3:12])[CH2:9][CH2:10][CH3:11])[CH3:2], predict the reactants needed to synthesize it. The reactants are: [CH2:1]([O:3][C:4](=[O:17])/[CH:5]=[C:6](\[NH:14]OC)/[C@H:7]([CH3:13])[C@H:8]([CH3:12])[CH2:9][CH2:10][CH3:11])[CH3:2].[H][H]. (6) Given the product [C:26]([NH:30][C:31]([NH:3][C:4]1[CH:9]=[CH:8][CH:7]=[C:6]([C:10]2([F:25])[CH2:11][CH2:12][N:13]([CH2:16][CH2:17][O:18][C:19]3[CH:20]=[CH:21][CH:22]=[CH:23][CH:24]=3)[CH2:14][CH2:15]2)[CH:5]=1)=[O:32])([CH3:29])([CH3:28])[CH3:27], predict the reactants needed to synthesize it. The reactants are: Cl.Cl.[NH2:3][C:4]1[CH:5]=[C:6]([C:10]2([F:25])[CH2:15][CH2:14][N:13]([CH2:16][CH2:17][O:18][C:19]3[CH:24]=[CH:23][CH:22]=[CH:21][CH:20]=3)[CH2:12][CH2:11]2)[CH:7]=[CH:8][CH:9]=1.[C:26]([N:30]=[C:31]=[O:32])([CH3:29])([CH3:28])[CH3:27].C(N(C(C)C)CC)(C)C.